From a dataset of Forward reaction prediction with 1.9M reactions from USPTO patents (1976-2016). Predict the product of the given reaction. (1) Given the reactants CC1C=CC(S(O[CH2:12][CH2:13][CH2:14][C:15]2[C:23]3[C:18](=[CH:19][CH:20]=[CH:21][CH:22]=3)[NH:17][CH:16]=2)(=O)=O)=CC=1.[CH3:24][O:25][C:26]1[CH:31]=[C:30]([O:32][CH3:33])[N:29]=[C:28]([N:34]2[CH2:39][CH2:38][NH:37][CH2:36][CH2:35]2)[N:27]=1.C(=O)([O-])[O-].[K+].[K+].[I-].[K+], predict the reaction product. The product is: [CH3:24][O:25][C:26]1[CH:31]=[C:30]([O:32][CH3:33])[N:29]=[C:28]([N:34]2[CH2:35][CH2:36][N:37]([CH2:12][CH2:13][CH2:14][C:15]3[C:23]4[C:18](=[CH:19][CH:20]=[CH:21][CH:22]=4)[NH:17][CH:16]=3)[CH2:38][CH2:39]2)[N:27]=1. (2) Given the reactants FC(F)(F)C(O)=O.[C:8]1([C:14]2[S:15][CH:16]=[C:17]([C:19]([N:21]3[CH2:26][C:25]4([CH2:31][CH2:30][N:29](C(OC(C)(C)C)=O)[CH2:28][CH2:27]4)[O:24][CH2:23][CH2:22]3)=[O:20])[N:18]=2)[CH:13]=[CH:12][CH:11]=[CH:10][CH:9]=1.C1(C)C=CC=CC=1, predict the reaction product. The product is: [C:8]1([C:14]2[S:15][CH:16]=[C:17]([C:19]([N:21]3[CH2:26][C:25]4([CH2:31][CH2:30][NH:29][CH2:28][CH2:27]4)[O:24][CH2:23][CH2:22]3)=[O:20])[N:18]=2)[CH:9]=[CH:10][CH:11]=[CH:12][CH:13]=1.